This data is from Forward reaction prediction with 1.9M reactions from USPTO patents (1976-2016). The task is: Predict the product of the given reaction. (1) Given the reactants [Br:1][C:2]1[CH:3]=[C:4]([C:8]#[C:9][C:10]2[CH:11]=[N:12][N:13]([CH2:15][C:16]([F:19])([F:18])[F:17])[CH:14]=2)[CH:5]=[CH:6][CH:7]=1.C([O-])(O)=[O:21].[Na+].[O-]S([O-])(=O)=O.[Mg+2].[Mn]([O-])(=O)(=O)=O.[K+].[OH2:37], predict the reaction product. The product is: [Br:1][C:2]1[CH:3]=[C:4]([C:8](=[O:21])[C:9]([C:10]2[CH:11]=[N:12][N:13]([CH2:15][C:16]([F:17])([F:18])[F:19])[CH:14]=2)=[O:37])[CH:5]=[CH:6][CH:7]=1. (2) Given the reactants [CH2:1]([O:3][C:4]([N:6]1[CH2:12][CH2:11][CH2:10][CH:9]([N:13]2[CH2:18][CH2:17][CH:16]([C:19]([OH:21])=O)[CH2:15][CH2:14]2)[CH2:8][CH2:7]1)=[O:5])[CH3:2].[CH2:22]([NH2:26])[CH:23]([CH3:25])[CH3:24].CN(C(ON1N=NC2C=CC=NC1=2)=[N+](C)C)C.F[P-](F)(F)(F)(F)F, predict the reaction product. The product is: [CH3:24][CH:23]([CH3:25])[CH2:22][NH:26][C:19]([CH:16]1[CH2:15][CH2:14][N:13]([CH:9]2[CH2:10][CH2:11][CH2:12][N:6]([C:4]([O:3][CH2:1][CH3:2])=[O:5])[CH2:7][CH2:8]2)[CH2:18][CH2:17]1)=[O:21]. (3) Given the reactants Br[C:2]1[C:21]([O:22][CH:23]([CH3:25])[CH3:24])=[CH:20][C:5]2[C:6]([C:16]([NH:18][CH3:19])=[O:17])=[C:7]([C:9]3[CH:14]=[CH:13][C:12]([F:15])=[CH:11][CH:10]=3)[O:8][C:4]=2[CH:3]=1.CC1(C)C(C)(C)OB([CH2:34][CH2:35][C:36]([O:38][CH3:39])=[O:37])O1.C(=O)([O-])[O-].[Cs+].[Cs+], predict the reaction product. The product is: [F:15][C:12]1[CH:11]=[CH:10][C:9]([C:7]2[O:8][C:4]3[CH:3]=[C:2]([CH2:34][CH2:35][C:36]([O:38][CH3:39])=[O:37])[C:21]([O:22][CH:23]([CH3:25])[CH3:24])=[CH:20][C:5]=3[C:6]=2[C:16](=[O:17])[NH:18][CH3:19])=[CH:14][CH:13]=1.